Binary Classification. Given a drug SMILES string, predict its activity (active/inactive) in a high-throughput screening assay against a specified biological target. From a dataset of Serine/threonine kinase 33 screen with 319,792 compounds. (1) The molecule is Fc1ccc(NC(=O)CN(C(=O)CN2C(=O)c3c(C2=O)cccc3[N+]([O-])=O)C)cc1. The result is 0 (inactive). (2) The compound is O=C1N(C(=O)C2C1C1CC2C=C1)c1ccc(cc1)c1oc(=O)c2c(n1)cccc2. The result is 0 (inactive). (3) The drug is S(=O)(=O)(N(C(C(=O)NCc1cc2OCOc2cc1)C)c1cc(cc(c1)C)C)C. The result is 0 (inactive). (4) The molecule is O(c1cc(C(=O)Nc2ccc(cc2)C(=O)c2ccncc2)cc(OC)c1)C. The result is 0 (inactive). (5) The drug is O(c1c(NC(=O)c2c(occ2)C)cccc1)CC. The result is 0 (inactive). (6) The molecule is O(Cc1c(onc1C)C)c1ccc(cc1)C(OCc1c(OC)ccc(c1)C(=O)C)=O. The result is 0 (inactive). (7) The compound is S(C(C)(C)C)CCNS(=O)(=O)c1ccc(SC)cc1. The result is 0 (inactive).